From a dataset of Full USPTO retrosynthesis dataset with 1.9M reactions from patents (1976-2016). Predict the reactants needed to synthesize the given product. (1) Given the product [NH:28]1[C:29]2[C:25](=[CH:24][CH:23]=[C:22]([NH:21][C:4]3[C:5]4[CH:10]=[CH:9][N:8]([S:11]([C:14]5[CH:20]=[CH:19][C:17]([CH3:18])=[CH:16][CH:15]=5)(=[O:13])=[O:12])[C:6]=4[N:7]=[C:2]([NH:31][C:32]4[CH:33]=[CH:34][C:35]([N:38]5[CH2:39][CH2:40][N:41]([C:44](=[O:46])[CH3:45])[CH2:42][CH2:43]5)=[CH:36][CH:37]=4)[N:3]=3)[CH:30]=2)[CH:26]=[N:27]1, predict the reactants needed to synthesize it. The reactants are: Cl[C:2]1[N:3]=[C:4]([NH:21][C:22]2[CH:30]=[C:29]3[C:25]([CH:26]=[N:27][NH:28]3)=[CH:24][CH:23]=2)[C:5]2[CH:10]=[CH:9][N:8]([S:11]([C:14]3[CH:20]=[CH:19][C:17]([CH3:18])=[CH:16][CH:15]=3)(=[O:13])=[O:12])[C:6]=2[N:7]=1.[NH2:31][C:32]1[CH:37]=[CH:36][C:35]([N:38]2[CH2:43][CH2:42][N:41]([C:44](=[O:46])[CH3:45])[CH2:40][CH2:39]2)=[CH:34][CH:33]=1.C[Si](Cl)(C)C. (2) Given the product [CH2:1]([O:8][C:9]1[C:10]([N:20]2[S:24](=[O:26])(=[O:25])[NH:23][C:22](=[O:27])[CH2:21]2)=[CH:11][C:12]2[C:17]([CH:18]=1)=[CH:16][CH:15]=[C:14]([CH:28]=[CH2:29])[CH:13]=2)[C:2]1[CH:7]=[CH:6][CH:5]=[CH:4][CH:3]=1, predict the reactants needed to synthesize it. The reactants are: [CH2:1]([O:8][C:9]1[C:10]([N:20]2[S:24](=[O:26])(=[O:25])[NH:23][C:22](=[O:27])[CH2:21]2)=[CH:11][C:12]2[C:17]([CH:18]=1)=[CH:16][CH:15]=[C:14](Br)[CH:13]=2)[C:2]1[CH:7]=[CH:6][CH:5]=[CH:4][CH:3]=1.[CH2:28](OB(C=C)OCCCC)[CH2:29]CC.C([O-])([O-])=O.[Na+].[Na+]. (3) Given the product [CH3:6][C:7]1[CH:12]=[C:11]([NH:13][C:14]2[CH:15]=[CH:16][N:17]=[CH:18][C:19]=2[S:20]([NH:23][C:24]([NH:26][CH:27]([CH3:29])[CH3:28])=[O:25])(=[O:21])=[O:22])[CH:10]=[CH:9][CH:8]=1.[ClH:30], predict the reactants needed to synthesize it. The reactants are: C(O)(C)C.O.[CH3:6][C:7]1[CH:12]=[C:11]([NH:13][C:14]2[CH:15]=[CH:16][N:17]=[CH:18][C:19]=2[S:20]([NH:23][C:24]([NH:26][CH:27]([CH3:29])[CH3:28])=[O:25])(=[O:22])=[O:21])[CH:10]=[CH:9][CH:8]=1.[ClH:30]. (4) Given the product [CH3:1][C@H:2]1[CH2:7][NH:6][C@H:5]([CH3:8])[CH2:4][N:3]1[C:16]([O:18][C:19]([CH3:22])([CH3:21])[CH3:20])=[O:17], predict the reactants needed to synthesize it. The reactants are: [CH3:1][C@H:2]1[CH2:7][NH:6][C@H:5]([CH3:8])[CH2:4][NH:3]1.C(N(CC)CC)C.[C:16](O[C:16]([O:18][C:19]([CH3:22])([CH3:21])[CH3:20])=[O:17])([O:18][C:19]([CH3:22])([CH3:21])[CH3:20])=[O:17].O. (5) Given the product [Cl:1][C:2]1[CH:3]=[CH:4][C:5]([N:11]2[CH:15]=[N:14][CH:13]=[N:12]2)=[C:6]([CH2:7][OH:8])[CH:10]=1, predict the reactants needed to synthesize it. The reactants are: [Cl:1][C:2]1[CH:3]=[CH:4][C:5]([N:11]2[CH:15]=[N:14][CH:13]=[N:12]2)=[C:6]([CH:10]=1)[C:7](O)=[O:8].F[P-](F)(F)(F)(F)F.N1(O[P+](N(C)C)(N(C)C)N(C)C)C2C=CC=CC=2N=N1.CCN(C(C)C)C(C)C.[BH4-].[Na+]. (6) Given the product [Br:15][C:12]1[CH:11]=[CH:10][C:8]([NH2:9])=[C:7]([C:1]2[CH:2]=[CH:3][CH:4]=[CH:5][CH:6]=2)[CH:13]=1, predict the reactants needed to synthesize it. The reactants are: [C:1]1([C:7]2[CH:13]=[CH:12][CH:11]=[CH:10][C:8]=2[NH2:9])[CH:6]=[CH:5][CH:4]=[CH:3][CH:2]=1.[NH4+].[Br-:15].OO.C([O-])([O-])=O.[Na+].[Na+]. (7) Given the product [C:1]([C:4]1[C:22](=[O:23])[C@@:8]2([CH3:24])[C:9]3[C:15]([OH:16])=[CH:14][C:13]([O:17][CH3:18])=[C:12]([C:19]([NH:21][CH2:37][C:30]4[C:31]5[C:36](=[CH:35][CH:34]=[CH:33][CH:32]=5)[C:27]([CH3:26])=[CH:28][CH:29]=4)=[O:20])[C:10]=3[O:11][C:7]2=[CH:6][C:5]=1[OH:25])(=[O:3])[CH3:2], predict the reactants needed to synthesize it. The reactants are: [C:1]([C:4]1[C:22](=[O:23])[C@@:8]2([CH3:24])[C:9]3[C:15]([OH:16])=[CH:14][C:13]([O:17][CH3:18])=[C:12]([C:19]([NH2:21])=[O:20])[C:10]=3[O:11][C:7]2=[CH:6][C:5]=1[OH:25])(=[O:3])[CH3:2].[CH3:26][C:27]1[C:36]2[C:31](=[CH:32][CH:33]=[CH:34][CH:35]=2)[C:30]([CH:37]=O)=[CH:29][CH:28]=1.C([SiH](CC)CC)C.FC(F)(F)C(O)=O.